This data is from Catalyst prediction with 721,799 reactions and 888 catalyst types from USPTO. The task is: Predict which catalyst facilitates the given reaction. Reactant: [Br:1][C:2]1[CH:3]=[CH:4][C:5]([F:17])=[C:6]2[C:11]=1[N:10]=[C:9]([C:12](OCC)=[O:13])[CH:8]=[CH:7]2.CC(C[AlH]CC(C)C)C. Product: [Br:1][C:2]1[CH:3]=[CH:4][C:5]([F:17])=[C:6]2[C:11]=1[N:10]=[C:9]([CH2:12][OH:13])[CH:8]=[CH:7]2. The catalyst class is: 2.